Dataset: Full USPTO retrosynthesis dataset with 1.9M reactions from patents (1976-2016). Task: Predict the reactants needed to synthesize the given product. (1) Given the product [CH3:39][C:40]1[CH:41]=[CH:42][C:43]([N:46]2[CH2:51][CH2:50][N:49]([C:1]([O:2][CH2:3][CH:4]3[CH2:5][CH2:6][NH:7][CH2:8][CH2:9]3)=[O:27])[CH2:48][CH2:47]2)=[CH:44][CH:45]=1, predict the reactants needed to synthesize it. The reactants are: [C:1](=[O:27])(OC1C=CC([N+]([O-])=O)=CC=1)[O:2][CH:3](C(OC(C)(C)C)=O)[CH:4]1[CH2:9][CH2:8][NH:7][CH2:6][CH2:5]1.CCN(C(C)C)C(C)C.Cl.Cl.[CH3:39][C:40]1[CH:45]=[CH:44][C:43]([N:46]2[CH2:51][CH2:50][NH:49][CH2:48][CH2:47]2)=[CH:42][CH:41]=1. (2) Given the product [Cl:23][C:17]1[CH:18]=[C:19]([Cl:22])[CH:20]=[CH:21][C:16]=1[CH2:15][NH:14][CH:11]1[CH2:12][CH2:13][N:9]([C:4]2[N:3]=[C:2]([O:25][CH3:24])[C:7]([F:8])=[CH:6][N:5]=2)[CH2:10]1, predict the reactants needed to synthesize it. The reactants are: Cl[C:2]1[C:7]([F:8])=[CH:6][N:5]=[C:4]([N:9]2[CH2:13][CH2:12][C@H:11]([NH:14][CH2:15][C:16]3[CH:21]=[CH:20][C:19]([Cl:22])=[CH:18][C:17]=3[Cl:23])[CH2:10]2)[N:3]=1.[CH3:24][O-:25].[Na+].CO. (3) Given the product [CH3:18][N:19]([CH3:20])[C:15]([C@@H:6]1[CH2:5][O:4][CH2:3][C:2](=[O:1])[N:7]1[CH2:8][C:9]1[CH:14]=[CH:13][CH:12]=[CH:11][CH:10]=1)=[O:17], predict the reactants needed to synthesize it. The reactants are: [O:1]=[C:2]1[N:7]([CH2:8][C:9]2[CH:14]=[CH:13][CH:12]=[CH:11][CH:10]=2)[C@H:6]([C:15]([OH:17])=O)[CH2:5][O:4][CH2:3]1.[CH3:18][NH:19][CH3:20].C(Cl)CCl.C1C=NC2N(O)N=NC=2C=1.CN1CCOCC1. (4) Given the product [CH2:28]([O:30][C:31](=[O:45])[CH:32]([NH:44][C:25]([C:6]1[C:5]2[C:10](=[CH:11][CH:12]=[C:3]([O:2][CH3:1])[CH:4]=2)[N:9]=[C:8]([C:13]2[CH:18]=[C:17]([O:19][CH3:20])[C:16]([O:21][CH3:22])=[C:15]([O:23][CH3:24])[CH:14]=2)[CH:7]=1)=[O:27])[CH2:33][C:34]1[C:43]2[C:38](=[CH:39][CH:40]=[CH:41][CH:42]=2)[CH:37]=[CH:36][CH:35]=1)[CH3:29], predict the reactants needed to synthesize it. The reactants are: [CH3:1][O:2][C:3]1[CH:4]=[C:5]2[C:10](=[CH:11][CH:12]=1)[N:9]=[C:8]([C:13]1[CH:18]=[C:17]([O:19][CH3:20])[C:16]([O:21][CH3:22])=[C:15]([O:23][CH3:24])[CH:14]=1)[CH:7]=[C:6]2[C:25]([OH:27])=O.[CH2:28]([O:30][C:31](=[O:45])[CH:32]([NH2:44])[CH2:33][C:34]1[C:43]2[C:38](=[CH:39][CH:40]=[CH:41][CH:42]=2)[CH:37]=[CH:36][CH:35]=1)[CH3:29].CN(C(ON1N=NC2C=CC=NC1=2)=[N+](C)C)C.F[P-](F)(F)(F)(F)F.C(N(C(C)C)CC)(C)C.[Cl-].[NH4+]. (5) Given the product [C:30]([NH:1][CH:2]([C:4]1[CH:5]=[C:6]([NH:10][C:11]2[N:16]=[C:15]([CH2:17][CH2:18][C:19]3[CH:24]=[CH:23][CH:22]=[CH:21][C:20]=3[CH2:25][C:26]([NH2:28])=[O:27])[C:14]([Cl:29])=[CH:13][N:12]=2)[CH:7]=[CH:8][CH:9]=1)[CH3:3])(=[O:32])[CH3:31], predict the reactants needed to synthesize it. The reactants are: [NH2:1][CH:2]([C:4]1[CH:5]=[C:6]([NH:10][C:11]2[N:16]=[C:15]([CH2:17][CH2:18][C:19]3[CH:24]=[CH:23][CH:22]=[CH:21][C:20]=3[CH2:25][C:26]([NH2:28])=[O:27])[C:14]([Cl:29])=[CH:13][N:12]=2)[CH:7]=[CH:8][CH:9]=1)[CH3:3].[C:30](OC(=O)C)(=[O:32])[CH3:31].Cl. (6) Given the product [Cl:1][C:2]1[CH:7]=[CH:6][CH:5]=[C:4]([Cl:8])[C:3]=1[C:9]1[C:13]([CH2:14][CH2:15][C:16]2[O:17][C:20]3[C:21]([NH:25][C:26]4[CH:27]=[C:28]([CH:34]=[CH:35][CH:36]=4)[C:29]([O:31][CH2:32][CH3:33])=[O:30])=[CH:22][CH:23]=[CH:24][C:19]=3[N:18]=2)=[C:12]([CH:38]([CH3:40])[CH3:39])[O:11][N:10]=1, predict the reactants needed to synthesize it. The reactants are: [Cl:1][C:2]1[CH:7]=[CH:6][CH:5]=[C:4]([Cl:8])[C:3]=1[C:9]1[C:13]([CH2:14][CH2:15][C:16]([NH:18][C:19]2[C:20](O)=[C:21]([NH:25][C:26]3[CH:27]=[C:28]([CH:34]=[CH:35][CH:36]=3)[C:29]([O:31][CH2:32][CH3:33])=[O:30])[CH:22]=[CH:23][CH:24]=2)=[O:17])=[C:12]([CH:38]([CH3:40])[CH3:39])[O:11][N:10]=1.C(O)(=O)CC. (7) Given the product [C:1]([C:9]1[CH:10]=[CH:11][C:12]([NH:13][C:23](=[O:26])[CH:24]=[CH2:25])=[CH:14][CH:15]=1)(=[O:8])[C:2]1[CH:3]=[CH:4][CH:5]=[CH:6][CH:7]=1, predict the reactants needed to synthesize it. The reactants are: [C:1]([C:9]1[CH:15]=[CH:14][C:12]([NH2:13])=[CH:11][CH:10]=1)(=[O:8])[C:2]1[CH:7]=[CH:6][CH:5]=[CH:4][CH:3]=1.C(N(CC)CC)C.[C:23](Cl)(=[O:26])[CH:24]=[CH2:25]. (8) Given the product [C:16]([O:20][C:21]([N:23]([C:31]1[C:36]([F:37])=[C:35]([CH3:1])[CH:34]=[C:33]([Br:38])[C:32]=1[CH3:39])[C:24](=[O:30])[O:25][C:26]([CH3:29])([CH3:28])[CH3:27])=[O:22])([CH3:17])([CH3:18])[CH3:19], predict the reactants needed to synthesize it. The reactants are: [CH3:1]C1(C)CCCC(C)(C)N1.[Li]C(CC)C.[C:16]([O:20][C:21]([N:23]([C:31]1[C:36]([F:37])=[CH:35][CH:34]=[C:33]([Br:38])[C:32]=1[CH3:39])[C:24](=[O:30])[O:25][C:26]([CH3:29])([CH3:28])[CH3:27])=[O:22])([CH3:19])([CH3:18])[CH3:17].IC.[NH4+].[Cl-].